This data is from Forward reaction prediction with 1.9M reactions from USPTO patents (1976-2016). The task is: Predict the product of the given reaction. (1) Given the reactants C([C@]1(C([N:19]2[CH2:24][CH2:23][N:22]([C:25]3[CH:30]=[C:29]([C:31]([F:34])([F:33])[F:32])[CH:28]=[C:27]([CH3:35])[N:26]=3)[CH2:21][CH2:20]2)=O)CC[C@@H](NC(=O)OC(C)(C)C)C1)(C)C.O1CCOCC1, predict the reaction product. The product is: [CH3:35][C:27]1[N:26]=[C:25]([N:22]2[CH2:23][CH2:24][NH:19][CH2:20][CH2:21]2)[CH:30]=[C:29]([C:31]([F:34])([F:32])[F:33])[CH:28]=1. (2) Given the reactants Cl.[Cl-].[NH4+].[N+:4]([C:7]1[CH:8]=[C:9]([CH:26]=[CH:27][CH:28]=1)[CH2:10][S:11][C:12]1[CH:13]=[C:14]([NH:18][C:19](=[O:25])[O:20][C:21]([CH3:24])([CH3:23])[CH3:22])[CH:15]=[CH:16][CH:17]=1)([O-])=O, predict the reaction product. The product is: [NH2:4][C:7]1[CH:8]=[C:9]([CH:26]=[CH:27][CH:28]=1)[CH2:10][S:11][C:12]1[CH:13]=[C:14]([NH:18][C:19](=[O:25])[O:20][C:21]([CH3:24])([CH3:22])[CH3:23])[CH:15]=[CH:16][CH:17]=1. (3) Given the reactants [CH2:1]1[C:7]2=[C:8]3[C:12](=[CH:13][CH:14]=[C:6]2[O:5][CH2:4][CH2:3][N:2]1C(OC(C)(C)C)=O)[NH:11][CH:10]=[CH:9]3.[H-].[Na+].CN(C=O)C.[F:29][C:30]1[CH:31]=[C:32]([S:37](Cl)(=[O:39])=[O:38])[CH:33]=[CH:34][C:35]=1[CH3:36], predict the reaction product. The product is: [F:29][C:30]1[CH:31]=[C:32]([S:37]([N:11]2[C:12]3[C:8](=[C:7]4[CH2:1][NH:2][CH2:3][CH2:4][O:5][C:6]4=[CH:14][CH:13]=3)[CH:9]=[CH:10]2)(=[O:39])=[O:38])[CH:33]=[CH:34][C:35]=1[CH3:36]. (4) Given the reactants C1(P(C2C=CC=CC=2)C2C=CC=CC=2)C=CC=CC=1.N(C(OC(C)C)=O)=NC(OC(C)C)=O.O[CH2:35][CH:36]1[CH2:42][C:39]2([CH2:41][CH2:40]2)[CH2:38][CH:37]1[C:43]([O:45][CH2:46][CH3:47])=[O:44].[F:48][C:49]1[CH:54]=[CH:53][C:52]([SH:55])=[CH:51][CH:50]=1, predict the reaction product. The product is: [F:48][C:49]1[CH:54]=[CH:53][C:52]([S:55][CH2:35][CH:36]2[CH2:42][C:39]3([CH2:41][CH2:40]3)[CH2:38][CH:37]2[C:43]([O:45][CH2:46][CH3:47])=[O:44])=[CH:51][CH:50]=1. (5) Given the reactants [Cl:1][C:2]1[N:7]=[C:6]([C:8]([O:10][CH2:11][CH3:12])=[O:9])[C:5](F)=[CH:4][N:3]=1.[CH3:14][C:15]1([CH2:19][NH2:20])[CH2:18][O:17][CH2:16]1, predict the reaction product. The product is: [Cl:1][C:2]1[N:7]=[C:6]([C:8]([O:10][CH2:11][CH3:12])=[O:9])[C:5]([NH:20][CH2:19][C:15]2([CH3:14])[CH2:18][O:17][CH2:16]2)=[CH:4][N:3]=1. (6) Given the reactants [CH3:1][O:2][C:3](=[O:23])[C:4]1[CH:9]=[CH:8][C:7]([O:10][CH2:11][CH2:12][CH2:13][CH:14]2[CH2:19][CH2:18][N:17]([C:20]#[N:21])[CH2:16][CH2:15]2)=[CH:6][C:5]=1[CH3:22].[OH:24][NH:25][C:26](=N)[CH2:27][CH3:28], predict the reaction product. The product is: [CH3:1][O:2][C:3](=[O:23])[C:4]1[CH:9]=[CH:8][C:7]([O:10][CH2:11][CH2:12][CH2:13][CH:14]2[CH2:15][CH2:16][N:17]([C:20]3[O:24][N:25]=[C:26]([CH2:27][CH3:28])[N:21]=3)[CH2:18][CH2:19]2)=[CH:6][C:5]=1[CH3:22]. (7) Given the reactants I[CH2:2][CH2:3][CH2:4][CH2:5][CH2:6][N:7]1[C:15]2[C:14](=[O:16])[NH:13][C:12]([NH:17][C:18]3[CH:23]=[CH:22][C:21]([CH3:24])=[C:20]([CH2:25][CH3:26])[CH:19]=3)=[N:11][C:10]=2[N:9]=[CH:8]1.C[O-].[Na+].[OH:30][C:31]1(C2C=CC(Cl)=C(C(F)(F)F)C=2)CCN(CCCCCN2C3C(=O)NC(NC4C=CC(C)=C(CC)C=4)=NC=3N=C2)CC1.C(=O)([O-])[O-].[K+].[K+].OC1(C2C=CC(C(F)(F)F)=C(Cl)C=2)CCNCC1, predict the reaction product. The product is: [CH3:31][O:30][CH2:2][CH2:3][CH2:4][CH2:5][CH2:6][N:7]1[C:15]2[C:14](=[O:16])[NH:13][C:12]([NH:17][C:18]3[CH:23]=[CH:22][C:21]([CH3:24])=[C:20]([CH2:25][CH3:26])[CH:19]=3)=[N:11][C:10]=2[N:9]=[CH:8]1. (8) Given the reactants C1C(=O)N([Br:8])C(=O)C1.[NH:9]1[C:18]2[C:13](=[CH:14][CH:15]=[CH:16][CH:17]=2)[CH2:12][CH2:11][CH2:10]1.C(OCC)(=O)C, predict the reaction product. The product is: [Br:8][C:15]1[CH:14]=[C:13]2[C:18](=[CH:17][CH:16]=1)[NH:9][CH2:10][CH2:11][CH2:12]2. (9) Given the reactants C(N)C1C=CC=CC=1.[F:9][C:10]1[CH:16]=[CH:15][C:13]([NH2:14])=[CH:12][CH:11]=1.[CH3:17][C:18]1[N:19]=[C:20]([N:23]2[CH2:27][CH2:26][N:25]([CH2:28][C:29]3[CH:37]=[CH:36][C:32]([C:33](O)=[O:34])=[CH:31][CH:30]=3)[C:24]2=[O:38])[S:21][CH:22]=1, predict the reaction product. The product is: [F:9][C:10]1[CH:16]=[CH:15][C:13]([NH:14][C:33](=[O:34])[C:32]2[CH:36]=[CH:37][C:29]([CH2:28][N:25]3[CH2:26][CH2:27][N:23]([C:20]4[S:21][CH:22]=[C:18]([CH3:17])[N:19]=4)[C:24]3=[O:38])=[CH:30][CH:31]=2)=[CH:12][CH:11]=1. (10) Given the reactants [NH:1]1[CH2:5][CH2:4][C:3]2([CH2:10][CH:9]3[CH2:11][N:6]2[CH2:7][CH2:8]3)[CH2:2]1.Br[C:13]1[CH:14]=[N:15][CH:16]=[CH:17][CH:18]=1.CC(C)([O-])C.[K+], predict the reaction product. The product is: [N:15]1[CH:16]=[CH:17][CH:18]=[C:13]([N:1]2[CH2:5][CH2:4][C:3]3([CH2:10][CH:9]4[CH2:11][N:6]3[CH2:7][CH2:8]4)[CH2:2]2)[CH:14]=1.